This data is from Forward reaction prediction with 1.9M reactions from USPTO patents (1976-2016). The task is: Predict the product of the given reaction. Given the reactants [I:1]I.C1(P(C2C=CC=CC=2)C2C=CC=CC=2)C=CC=CC=1.[F:22][C:23]([F:34])([C:30]([F:33])([F:32])[F:31])[CH2:24][CH2:25][CH2:26][CH2:27][CH2:28]O.O, predict the reaction product. The product is: [F:31][C:30]([F:33])([F:32])[C:23]([F:34])([F:22])[CH2:24][CH2:25][CH2:26][CH2:27][CH2:28][I:1].